Task: Predict the reactants needed to synthesize the given product.. Dataset: Full USPTO retrosynthesis dataset with 1.9M reactions from patents (1976-2016) (1) Given the product [Cl:15][C:6]1[C:5]([Cl:4])=[CH:10][C:9]([NH2:11])=[C:8]([F:14])[CH:7]=1, predict the reactants needed to synthesize it. The reactants are: [Sn](Cl)Cl.[Cl:4][C:5]1[CH:10]=[C:9]([N+:11]([O-])=O)[C:8]([F:14])=[CH:7][C:6]=1[Cl:15].C(=O)(O)[O-].[Na+]. (2) Given the product [CH2:13]([N:15]1[CH2:18][CH2:19][CH2:17][CH:16]1[CH2:42][NH:43][C:45](=[O:46])[CH:2]([NH:4][C:28]([C:24]1[C:23]([CH3:31])=[C:22]([CH:20]=[O:21])[NH:26][C:25]=1[CH3:27])=[O:30])[CH3:3])[CH3:14], predict the reactants needed to synthesize it. The reactants are: Cl.[CH2:2]([N:4]=C=NCCCN(C)C)[CH3:3].[CH2:13]([N:15]([CH2:18][CH3:19])[CH2:16][CH3:17])[CH3:14].[CH:20]([C:22]1[NH:26][C:25]([CH3:27])=[C:24]([C:28]([OH:30])=O)[C:23]=1[CH3:31])=[O:21].ON1C2C=CC=CC=2N=N1.[CH3:42][N:43]([CH:45]=[O:46])C. (3) Given the product [Cl:14][C:15]1[CH:20]=[C:19]([C:2]2[CH:3]=[C:4]3[C:8](=[CH:9][CH:10]=2)[NH:7][C:6](=[O:11])[C:5]3([CH3:13])[CH3:12])[CH:18]=[CH:17][CH:16]=1, predict the reactants needed to synthesize it. The reactants are: Br[C:2]1[CH:3]=[C:4]2[C:8](=[CH:9][CH:10]=1)[NH:7][C:6](=[O:11])[C:5]2([CH3:13])[CH3:12].[Cl:14][C:15]1[CH:16]=[C:17](B(O)O)[CH:18]=[CH:19][CH:20]=1.C(=O)([O-])[O-].[K+].[K+]. (4) Given the product [CH3:29][O:30][C:31]([C:33]1[CH:34]=[C:35]([OH:43])[CH:36]=[C:37]2[O:41][CH:40]([CH3:42])[CH2:39][C:38]=12)=[O:32], predict the reactants needed to synthesize it. The reactants are: N1C(C)=CC=CC=1C.B(Br)(Br)Br.COC(C1C=C(OC)C2CC(C)OC=2C=1)=O.[CH3:29][O:30][C:31]([C:33]1[CH:34]=[C:35]([O:43]C)[CH:36]=[C:37]2[O:41][CH:40]([CH3:42])[CH2:39][C:38]=12)=[O:32].